This data is from Catalyst prediction with 721,799 reactions and 888 catalyst types from USPTO. The task is: Predict which catalyst facilitates the given reaction. The catalyst class is: 95. Reactant: ClC(OCC)=O.[N:7]1[CH:12]=[CH:11][CH:10]=[C:9]([C@@H:13]2[CH2:15][C@H:14]2[C:16]([OH:18])=O)[CH:8]=1.C(N(CC)CC)C.[N-:26]=[N+:27]=[N-:28].[Na+]. Product: [N:7]1[CH:12]=[CH:11][CH:10]=[C:9]([C@@H:13]2[CH2:15][C@H:14]2[C:16]([N:26]=[N+:27]=[N-:28])=[O:18])[CH:8]=1.